From a dataset of Reaction yield outcomes from USPTO patents with 853,638 reactions. Predict the reaction yield, written as a fraction of the theoretical maximum amount of product (1.0 means a 100% yield; for example, 0.34 means a 34% yield). (1) The reactants are [CH2:1]([CH:4]([CH2:7][C:8]#[CH:9])[CH2:5][OH:6])[C:2]#[CH:3].[Cl:10][C:11](Cl)([O:13]C(=O)OC(Cl)(Cl)Cl)Cl.N1C=CC=CC=1. The catalyst is C(Cl)Cl. The product is [C:11]([Cl:10])(=[O:13])[O:6][CH2:5][CH:4]([CH2:7][C:8]#[CH:9])[CH2:1][C:2]#[CH:3]. The yield is 0.830. (2) The reactants are C(O[C:4]([C:6]1[CH:7]=[C:8]2[C:12](=[CH:13][CH:14]=1)[NH:11][N:10]=[C:9]2[C:15]1[CH:24]=[CH:23][C:22]2[C:17](=[CH:18][CH:19]=[C:20]([O:25][CH2:26][CH2:27][N:28]3[CH:32]=[CH:31][N:30]=[CH:29]3)[CH:21]=2)[CH:16]=1)=[NH:5])C.[CH3:33][C:34]([CH3:41])([CH3:40])[CH2:35][C:36]([NH:38][NH2:39])=O.C(N(CC)CC)C. The yield is 0.0700. The catalyst is CO. The product is [CH3:33][C:34]([CH3:41])([CH3:40])[CH2:35][C:36]1[NH:38][N:39]=[C:4]([C:6]2[CH:7]=[C:8]3[C:12](=[CH:13][CH:14]=2)[NH:11][N:10]=[C:9]3[C:15]2[CH:24]=[CH:23][C:22]3[C:17](=[CH:18][CH:19]=[C:20]([O:25][CH2:26][CH2:27][N:28]4[CH:32]=[CH:31][N:30]=[CH:29]4)[CH:21]=3)[CH:16]=2)[N:5]=1. (3) The reactants are Br[C:2]1[CH:3]=[CH:4][C:5]2[O:10][CH2:9][C:8](=[O:11])[N:7]([CH2:12][C:13]3[CH:18]=[CH:17][CH:16]=[CH:15][CH:14]=3)[C:6]=2[CH:19]=1.B1(B2OC(C)(C)C(C)(C)O2)OC(C)(C)C(C)(C)O1.C([O-])(=O)C.[K+].Br[C:44]1[CH:45]=[C:46]([NH:51][S:52]([C:55]2[CH:60]=[CH:59][CH:58]=[CH:57][CH:56]=2)(=[O:54])=[O:53])[C:47]([Cl:50])=[N:48][CH:49]=1.C([O-])([O-])=O.[K+].[K+]. The catalyst is O1CCOCC1. The product is [Cl:50][C:47]1[C:46]([NH:51][S:52]([C:55]2[CH:56]=[CH:57][CH:58]=[CH:59][CH:60]=2)(=[O:54])=[O:53])=[CH:45][C:44]([C:2]2[CH:3]=[CH:4][C:5]3[O:10][CH2:9][C:8](=[O:11])[N:7]([CH2:12][C:13]4[CH:18]=[CH:17][CH:16]=[CH:15][CH:14]=4)[C:6]=3[CH:19]=2)=[CH:49][N:48]=1. The yield is 0.280. (4) The reactants are Cl[C:2]1[N:7]=[C:6]([Cl:8])[N:5]=[C:4]([O:9][CH2:10][C:11]2([C:14]#[N:15])[CH2:13][CH2:12]2)[N:3]=1.Cl.[CH3:17][N:18]1[CH:22]=[C:21]([C:23]2[CH:24]=[C:25]([O:30][CH2:31][CH:32]3[CH2:37][CH2:36][NH:35][CH2:34][CH2:33]3)[C:26]([NH2:29])=[N:27][CH:28]=2)[N:20]=[CH:19]1.CCN(C(C)C)C(C)C.C(Cl)Cl. The catalyst is C1COCC1.CO. The product is [NH2:29][C:26]1[C:25]([O:30][CH2:31][CH:32]2[CH2:37][CH2:36][N:35]([C:2]3[N:7]=[C:6]([Cl:8])[N:5]=[C:4]([O:9][CH2:10][C:11]4([C:14]#[N:15])[CH2:13][CH2:12]4)[N:3]=3)[CH2:34][CH2:33]2)=[CH:24][C:23]([C:21]2[N:20]=[CH:19][N:18]([CH3:17])[CH:22]=2)=[CH:28][N:27]=1. The yield is 0.650. (5) The reactants are [Cl:1][CH2:2][CH2:3][CH2:4][N:5]=[C:6]=[O:7].[N:8]1[CH:13]=[CH:12][CH:11]=[C:10]([NH2:14])[CH:9]=1.C(OCC)(=O)C. The catalyst is C1(C)C=CC=CC=1. The product is [Cl:1][CH2:2][CH2:3][CH2:4][NH:5][C:6]([NH:14][C:10]1[CH:9]=[N:8][CH:13]=[CH:12][CH:11]=1)=[O:7]. The yield is 0.955. (6) The product is [NH2:1][C:2]1[C:3](=[N:17][NH:18][C:19]2[CH:24]=[CH:23][CH:22]=[C:21]([F:25])[CH:20]=2)[C:4]([CH2:7][NH:8][C:9]([CH:10]=[CH:54][C:53]([OH:56])=[O:55])=[O:16])=[N:5][N:6]=1. The reactants are [NH2:1][C:2]1[C:3](=[N:17][NH:18][C:19]2[CH:24]=[CH:23][CH:22]=[C:21]([F:25])[CH:20]=2)[C:4]([CH2:7][NH:8][C:9](=[O:16])[C:10]2C=CC=NC=2)=[N:5][N:6]=1.NCC1C(=NNC2C=CC=C(F)C=2)C(N)=NN=1.Cl.C(Cl)(=O)C1C=CC=NC=1.[C:53]([O:56]CC)(=[O:55])[CH3:54]. No catalyst specified. The yield is 0.410. (7) The reactants are [CH3:1][NH:2][CH2:3][CH2:4][CH:5]([CH3:25])[CH:6]([S:15]([C:18]1[CH:23]=[CH:22][C:21]([Cl:24])=[CH:20][CH:19]=1)(=[O:17])=[O:16])[C:7]1[CH:12]=[C:11]([F:13])[CH:10]=[CH:9][C:8]=1[F:14].N1C=CC=CC=1.[CH3:32][S:33](Cl)(=[O:35])=[O:34]. The catalyst is ClCCl. The product is [Cl:24][C:21]1[CH:20]=[CH:19][C:18]([S:15]([CH:6]([C:7]2[CH:12]=[C:11]([F:13])[CH:10]=[CH:9][C:8]=2[F:14])[CH:5]([CH3:25])[CH2:4][CH2:3][N:2]([CH3:1])[S:33]([CH3:32])(=[O:35])=[O:34])(=[O:17])=[O:16])=[CH:23][CH:22]=1. The yield is 0.250. (8) The reactants are [CH2:1]([O:8][C:9](=[O:19])[NH:10][C:11]1[CH:16]=[CH:15][C:14]([F:17])=[CH:13][C:12]=1[F:18])[C:2]1[CH:7]=[CH:6][CH:5]=[CH:4][CH:3]=1.C([Li])CCC.CN(C)[CH:27]=[O:28].O. The catalyst is O1CCCC1. The product is [CH2:1]([O:8][C:9](=[O:19])[NH:10][C:11]1[CH:16]=[CH:15][C:14]([F:17])=[C:13]([CH:27]=[O:28])[C:12]=1[F:18])[C:2]1[CH:3]=[CH:4][CH:5]=[CH:6][CH:7]=1. The yield is 0.710.